Dataset: Reaction yield outcomes from USPTO patents with 853,638 reactions. Task: Predict the reaction yield, written as a fraction of the theoretical maximum amount of product (1.0 means a 100% yield; for example, 0.34 means a 34% yield). (1) The reactants are CS[C:3]1[NH:4][CH:5]=[C:6]([CH2:10][C:11]2[CH:16]=[CH:15][C:14](=[O:17])[NH:13][CH:12]=2)[C:7](=[O:9])[N:8]=1.[Cl:18][C:19]1[CH:34]=[CH:33][C:22]([O:23][C:24]2[CH:29]=[CH:28][C:27]([CH2:30][CH2:31][NH2:32])=[CH:26][CH:25]=2)=[CH:21][C:20]=1[C:35]([F:38])([F:37])[F:36]. The catalyst is N1C=CC=CC=1. The product is [Cl:18][C:19]1[CH:34]=[CH:33][C:22]([O:23][C:24]2[CH:29]=[CH:28][C:27]([CH2:30][CH2:31][NH:32][C:3]3[NH:4][CH:5]=[C:6]([CH2:10][C:11]4[CH:16]=[CH:15][C:14](=[O:17])[NH:13][CH:12]=4)[C:7](=[O:9])[N:8]=3)=[CH:26][CH:25]=2)=[CH:21][C:20]=1[C:35]([F:36])([F:37])[F:38]. The yield is 0.117. (2) The reactants are Cl.[CH3:2][C:3]1[C:7]([CH2:8][N:9]2[CH:13]=[C:12]([NH2:14])[CH:11]=[N:10]2)=[C:6]([CH3:15])[O:5][N:4]=1.[OH:16][C:17]1[C:22]([O:23][CH3:24])=[CH:21][C:20]([CH2:25][C:26](O)=[O:27])=[CH:19][C:18]=1[O:29][CH3:30].C1CN([P+](ON2N=NC3C=CC=CC2=3)(N2CCCC2)N2CCCC2)CC1.F[P-](F)(F)(F)(F)F.C(N(CC)CC)C. The catalyst is CN(C=O)C.Cl. The product is [CH3:2][C:3]1[C:7]([CH2:8][N:9]2[CH:13]=[C:12]([NH:14][C:26](=[O:27])[CH2:25][C:20]3[CH:21]=[C:22]([O:23][CH3:24])[C:17]([OH:16])=[C:18]([O:29][CH3:30])[CH:19]=3)[CH:11]=[N:10]2)=[C:6]([CH3:15])[O:5][N:4]=1. The yield is 0.290.